This data is from Catalyst prediction with 721,799 reactions and 888 catalyst types from USPTO. The task is: Predict which catalyst facilitates the given reaction. (1) Reactant: CC([O:4][CH2:5][C@H:6]1[O:11][C@H:10]([O:12][C@:13]2([CH2:22][Cl:23])[O:17][C@H:16]([CH2:18][Cl:19])[C@@H:15]([OH:20])[C@@H:14]2[OH:21])[C@H:9]([OH:24])[C@@H:8]([OH:25])[C@H:7]1[Cl:26])=O.[OH-].[K+]. Product: [CH2:5]([OH:4])[C@@H:6]1[O:11][C@H:10]([O:12][C@:13]2([CH2:22][Cl:23])[O:17][C@H:16]([CH2:18][Cl:19])[C@@H:15]([OH:20])[C@@H:14]2[OH:21])[C@@H:9]([OH:24])[C@@H:8]([OH:25])[C@H:7]1[Cl:26]. The catalyst class is: 5. (2) Reactant: CN(C(ON1N=NC2C=CC=NC1=2)=[N+](C)C)C.F[P-](F)(F)(F)(F)F.[Cl:25][C:26]1[CH:27]=[CH:28][C:29]([N:32]2[CH2:37][CH2:36][CH:35]([CH2:38][CH2:39][CH2:40][O:41][C:42]3[CH:50]=[CH:49][C:45]([C:46](O)=[O:47])=[C:44]([CH3:51])[CH:43]=3)[CH2:34][CH2:33]2)=[N:30][CH:31]=1.[CH2:52]([CH2:54][NH2:55])[OH:53].CCN(C(C)C)C(C)C. Product: [Cl:25][C:26]1[CH:27]=[CH:28][C:29]([N:32]2[CH2:33][CH2:34][CH:35]([CH2:38][CH2:39][CH2:40][O:41][C:42]3[CH:50]=[CH:49][C:45]([C:46]([NH:55][CH2:54][CH2:52][OH:53])=[O:47])=[C:44]([CH3:51])[CH:43]=3)[CH2:36][CH2:37]2)=[N:30][CH:31]=1. The catalyst class is: 76. (3) Reactant: [CH2:1]([O:8][C:9]1[CH:14]=[CH:13][C:12]([Br:15])=[CH:11][C:10]=1[CH2:16][CH2:17][NH2:18])[C:2]1[CH:7]=[CH:6][CH:5]=[CH:4][CH:3]=1.Cl[C:20]1[CH:25]=[CH:24][C:23]([C:26]([O:28][C:29]([CH3:32])([CH3:31])[CH3:30])=[O:27])=[CH:22][N:21]=1.C(=O)([O-])[O-].[K+].[K+].C(OCC)C. Product: [CH2:1]([O:8][C:9]1[CH:14]=[CH:13][C:12]([Br:15])=[CH:11][C:10]=1[CH2:16][CH2:17][NH:18][C:20]1[CH:25]=[CH:24][C:23]([C:26]([O:28][C:29]([CH3:32])([CH3:31])[CH3:30])=[O:27])=[CH:22][N:21]=1)[C:2]1[CH:3]=[CH:4][CH:5]=[CH:6][CH:7]=1. The catalyst class is: 264. (4) Reactant: [C:1]([O:7][CH2:8][CH:9]=[CH2:10])(=[O:6])[CH2:2][CH2:3][CH2:4][CH3:5].[CH3:11][O:12][SiH:13]([O:16][CH3:17])[O:14][CH3:15]. Product: [C:1]([O:7][CH2:8][CH2:9][CH2:10][Si:13]([O:16][CH3:17])([O:14][CH3:15])[O:12][CH3:11])(=[O:6])[CH2:2][CH2:3][CH2:4][CH3:5]. The catalyst class is: 553. (5) Reactant: [F:1][C:2]([F:14])([F:13])[O:3][C:4]1[CH:5]=[C:6]([C:10](=[O:12])[CH3:11])[CH:7]=[CH:8][CH:9]=1.[H-].[H-].[H-].[H-].[Li+].[Al+3]. Product: [F:1][C:2]([F:13])([F:14])[O:3][C:4]1[CH:5]=[C:6]([CH:10]([OH:12])[CH3:11])[CH:7]=[CH:8][CH:9]=1. The catalyst class is: 20. (6) Product: [F:4][C:5]1[C:6]([F:15])=[CH:7][C:8]([OH:13])=[C:9]([O:11][CH3:12])[CH:10]=1. Reactant: C[S-].[Na+].[F:4][C:5]1[CH:10]=[C:9]([O:11][CH3:12])[C:8]([O:13]C)=[CH:7][C:6]=1[F:15]. The catalyst class is: 3. (7) Reactant: [NH2:1][C:2]1[CH:7]=[C:6]([OH:8])[CH:5]=[CH:4][N:3]=1.C1CCN2C(=NCCC2)CC1.[Cl:20][C:21]1[C:26]([Cl:27])=[C:25]([N+:28]([O-:30])=[O:29])[CH:24]=[CH:23][C:22]=1F. Product: [Cl:20][C:21]1[C:26]([Cl:27])=[C:25]([N+:28]([O-:30])=[O:29])[CH:24]=[CH:23][C:22]=1[O:8][C:6]1[CH:5]=[CH:4][N:3]=[C:2]([NH2:1])[CH:7]=1. The catalyst class is: 23. (8) Reactant: Cl.[N:2]1[CH:7]=[CH:6][C:5]([CH2:8]Cl)=[CH:4][CH:3]=1.[CH3:10][O:11][C:12]1[CH:13]=[C:14]([C:20]2[C@@H:29]3[C@@H:24]([CH2:25][CH:26]=[CH:27][CH2:28]3)[C:23](=[O:30])[N:22]([CH:31]3[CH2:36][CH2:35][N:34](C4C=CC([N+]([O-])=O)=CC=4)[CH2:33][CH2:32]3)[N:21]=2)[CH:15]=[CH:16][C:17]=1[O:18][CH3:19].O. Product: [CH3:10][O:11][C:12]1[CH:13]=[C:14]([C:20]2[C@@H:29]3[C@@H:24]([CH2:25][CH:26]=[CH:27][CH2:28]3)[C:23](=[O:30])[N:22]([CH:31]3[CH2:36][CH2:35][N:34]([CH2:8][C:5]4[CH:6]=[CH:7][N:2]=[CH:3][CH:4]=4)[CH2:33][CH2:32]3)[N:21]=2)[CH:15]=[CH:16][C:17]=1[O:18][CH3:19]. The catalyst class is: 27.